Dataset: Reaction yield outcomes from USPTO patents with 853,638 reactions. Task: Predict the reaction yield, written as a fraction of the theoretical maximum amount of product (1.0 means a 100% yield; for example, 0.34 means a 34% yield). The yield is 0.480. The catalyst is CN(C)C=O.O1CCCC1. The product is [CH2:12]([O:19][C:20]1[C:25]([O:26][CH3:27])=[CH:24][C:23]([CH3:28])=[C:22]([CH:21]=1)[CH:32]=[O:34])[C:13]1[CH:18]=[CH:17][CH:16]=[CH:15][CH:14]=1. The reactants are CCCCCC.C([Li])CCC.[CH2:12]([O:19][C:20]1[C:25]([O:26][CH3:27])=[CH:24][C:23]([CH3:28])=[C:22](Br)[CH:21]=1)[C:13]1[CH:18]=[CH:17][CH:16]=[CH:15][CH:14]=1.[Cl-].[NH4+].[C:32](OCC)(=[O:34])C.